This data is from NCI-60 drug combinations with 297,098 pairs across 59 cell lines. The task is: Regression. Given two drug SMILES strings and cell line genomic features, predict the synergy score measuring deviation from expected non-interaction effect. (1) Drug 1: CC(CN1CC(=O)NC(=O)C1)N2CC(=O)NC(=O)C2. Drug 2: C(CC(=O)O)C(=O)CN.Cl. Cell line: TK-10. Synergy scores: CSS=8.24, Synergy_ZIP=-4.56, Synergy_Bliss=0.0115, Synergy_Loewe=-4.90, Synergy_HSA=-0.0762. (2) Drug 2: CCC1(CC2CC(C3=C(CCN(C2)C1)C4=CC=CC=C4N3)(C5=C(C=C6C(=C5)C78CCN9C7C(C=CC9)(C(C(C8N6C)(C(=O)OC)O)OC(=O)C)CC)OC)C(=O)OC)O.OS(=O)(=O)O. Cell line: RPMI-8226. Drug 1: CCCS(=O)(=O)NC1=C(C(=C(C=C1)F)C(=O)C2=CNC3=C2C=C(C=N3)C4=CC=C(C=C4)Cl)F. Synergy scores: CSS=55.1, Synergy_ZIP=14.7, Synergy_Bliss=17.7, Synergy_Loewe=-25.9, Synergy_HSA=13.2. (3) Drug 1: CC1C(C(CC(O1)OC2CC(CC3=C2C(=C4C(=C3O)C(=O)C5=C(C4=O)C(=CC=C5)OC)O)(C(=O)CO)O)N)O.Cl. Drug 2: C1CCC(C(C1)N)N.C(=O)(C(=O)[O-])[O-].[Pt+4]. Cell line: KM12. Synergy scores: CSS=22.2, Synergy_ZIP=-7.68, Synergy_Bliss=-5.35, Synergy_Loewe=-3.13, Synergy_HSA=-2.06. (4) Drug 1: C1=NC(=NC(=O)N1C2C(C(C(O2)CO)O)O)N. Drug 2: C1CN(P(=O)(OC1)NCCCl)CCCl. Cell line: NCI-H226. Synergy scores: CSS=17.6, Synergy_ZIP=-3.74, Synergy_Bliss=-1.19, Synergy_Loewe=-20.0, Synergy_HSA=-1.86. (5) Drug 1: CCC(=C(C1=CC=CC=C1)C2=CC=C(C=C2)OCCN(C)C)C3=CC=CC=C3.C(C(=O)O)C(CC(=O)O)(C(=O)O)O. Drug 2: CC1=C(C=C(C=C1)C(=O)NC2=CC(=CC(=C2)C(F)(F)F)N3C=C(N=C3)C)NC4=NC=CC(=N4)C5=CN=CC=C5. Cell line: HCT-15. Synergy scores: CSS=-3.42, Synergy_ZIP=2.39, Synergy_Bliss=-0.909, Synergy_Loewe=-3.66, Synergy_HSA=-3.87. (6) Drug 1: CC1=CC=C(C=C1)C2=CC(=NN2C3=CC=C(C=C3)S(=O)(=O)N)C(F)(F)F. Drug 2: C1C(C(OC1N2C=NC(=NC2=O)N)CO)O. Cell line: HT29. Synergy scores: CSS=2.31, Synergy_ZIP=-2.21, Synergy_Bliss=-1.10, Synergy_Loewe=-8.88, Synergy_HSA=-3.23. (7) Drug 1: C1CN1P(=S)(N2CC2)N3CC3. Drug 2: C1CNP(=O)(OC1)N(CCCl)CCCl. Cell line: OVCAR-5. Synergy scores: CSS=5.28, Synergy_ZIP=-2.53, Synergy_Bliss=0.723, Synergy_Loewe=0.695, Synergy_HSA=0.731.